Task: Predict the reaction yield, written as a fraction of the theoretical maximum amount of product (1.0 means a 100% yield; for example, 0.34 means a 34% yield).. Dataset: Reaction yield outcomes from USPTO patents with 853,638 reactions (1) The product is [CH2:13]([N:20]1[CH2:25][CH2:24][N:23]([C:2]2[CH:9]=[CH:8][C:7]([N+:10]([O-:12])=[O:11])=[CH:6][C:3]=2[C:4]#[N:5])[CH2:22][CH2:21]1)[C:14]1[CH:15]=[CH:16][CH:17]=[CH:18][CH:19]=1. The reactants are F[C:2]1[CH:9]=[CH:8][C:7]([N+:10]([O-:12])=[O:11])=[CH:6][C:3]=1[C:4]#[N:5].[CH2:13]([N:20]1[CH2:25][CH2:24][NH:23][CH2:22][CH2:21]1)[C:14]1[CH:19]=[CH:18][CH:17]=[CH:16][CH:15]=1. No catalyst specified. The yield is 0.890. (2) The product is [OH:2][C:3]1[CH:4]=[C:5]([C:9]([C:11]2[CH:16]=[CH:15][CH:14]=[CH:13][CH:12]=2)=[O:10])[CH:6]=[CH:7][CH:8]=1. The reactants are C[O:2][C:3]1[CH:4]=[C:5]([C:9]([C:11]2[CH:16]=[CH:15][CH:14]=[CH:13][CH:12]=2)=[O:10])[CH:6]=[CH:7][CH:8]=1.Br.CCOC(C)=O. The yield is 0.910. The catalyst is CC(O)=O. (3) The reactants are [CH2:1]([C:9]1[CH:14]=[CH:13][C:12]([N:15](C)[C:16](=O)OC(C)(C)C)=[CH:11][CH:10]=1)[CH2:2][CH2:3][CH2:4][CH2:5][CH2:6][CH2:7][CH3:8]. The yield is 0.570. The catalyst is C(O)(C(F)(F)F)=O.C(Cl)Cl.CCO.Cl. The product is [CH3:16][NH:15][C:12]1[CH:13]=[CH:14][C:9]([CH2:1][CH2:2][CH2:3][CH2:4][CH2:5][CH2:6][CH2:7][CH3:8])=[CH:10][CH:11]=1. (4) The reactants are [CH3:1][C:2]1([CH3:16])[C:6]([CH3:8])([CH3:7])[O:5][B:4]([C:9]2[CH:15]=[CH:14][C:12]([NH2:13])=[CH:11][CH:10]=2)[O:3]1.ClC(Cl)(O[C:21](=[O:27])OC(Cl)(Cl)Cl)Cl.[CH3:29][C:30]1[O:34][N:33]=[C:32]([NH2:35])[CH:31]=1.C([O-])(O)=O.[Na+]. The catalyst is N1C=CC=CC=1.C(Cl)Cl.C(Cl)Cl. The product is [CH3:29][C:30]1[O:34][N:33]=[C:32]([NH:35][C:21]([NH:13][C:12]2[CH:14]=[CH:15][C:9]([B:4]3[O:3][C:2]([CH3:16])([CH3:1])[C:6]([CH3:7])([CH3:8])[O:5]3)=[CH:10][CH:11]=2)=[O:27])[CH:31]=1. The yield is 0.990.